The task is: Regression. Given two drug SMILES strings and cell line genomic features, predict the synergy score measuring deviation from expected non-interaction effect.. This data is from NCI-60 drug combinations with 297,098 pairs across 59 cell lines. (1) Drug 1: C1CCN(CC1)CCOC2=CC=C(C=C2)C(=O)C3=C(SC4=C3C=CC(=C4)O)C5=CC=C(C=C5)O. Drug 2: C1CCC(C1)C(CC#N)N2C=C(C=N2)C3=C4C=CNC4=NC=N3. Cell line: M14. Synergy scores: CSS=-10.2, Synergy_ZIP=6.96, Synergy_Bliss=8.59, Synergy_Loewe=-2.64, Synergy_HSA=-1.62. (2) Synergy scores: CSS=20.4, Synergy_ZIP=-0.794, Synergy_Bliss=0.159, Synergy_Loewe=-16.6, Synergy_HSA=1.94. Cell line: TK-10. Drug 2: C1C(C(OC1N2C=NC3=C2NC=NCC3O)CO)O. Drug 1: COC1=CC(=CC(=C1O)OC)C2C3C(COC3=O)C(C4=CC5=C(C=C24)OCO5)OC6C(C(C7C(O6)COC(O7)C8=CC=CS8)O)O.